This data is from Forward reaction prediction with 1.9M reactions from USPTO patents (1976-2016). The task is: Predict the product of the given reaction. (1) Given the reactants [C:1]([C:3]1[CH:4]=[C:5]([CH:10]=[CH:11][CH:12]=1)[C:6]([O:8]C)=O)#[N:2].[C:13]([O:16][C:17]([CH3:20])([CH3:19])[CH3:18])(=[O:15])[CH3:14].[Li], predict the reaction product. The product is: [C:17]([O:16][C:13](=[O:15])[CH2:14][C:6]([C:5]1[CH:10]=[CH:11][CH:12]=[C:3]([C:1]#[N:2])[CH:4]=1)=[O:8])([CH3:20])([CH3:19])[CH3:18]. (2) Given the reactants [F:1][C:2]1[C:7]([NH2:8])=[CH:6][CH:5]=[C:4]([F:9])[C:3]=1[NH:10][C:11]1[C:16]([C:17]2[N:25]=[CH:24][N:23]=[C:22]3[C:18]=2[N:19]=[CH:20][N:21]3[CH:26]2[CH2:31][CH2:30][CH2:29][CH2:28][O:27]2)=[CH:15][CH:14]=[CH:13][N:12]=1.[Cl:32][C:33]1[CH:34]=[C:35]([S:39](Cl)(=[O:41])=[O:40])[CH:36]=[CH:37][CH:38]=1.N1C=CC=CC=1, predict the reaction product. The product is: [Cl:32][C:33]1[CH:34]=[C:35]([S:39]([NH:8][C:7]2[CH:6]=[CH:5][C:4]([F:9])=[C:3]([NH:10][C:11]3[C:16]([C:17]4[N:25]=[CH:24][N:23]=[C:22]5[C:18]=4[N:19]=[CH:20][N:21]5[CH:26]4[CH2:31][CH2:30][CH2:29][CH2:28][O:27]4)=[CH:15][CH:14]=[CH:13][N:12]=3)[C:2]=2[F:1])(=[O:41])=[O:40])[CH:36]=[CH:37][CH:38]=1.